From a dataset of Full USPTO retrosynthesis dataset with 1.9M reactions from patents (1976-2016). Predict the reactants needed to synthesize the given product. (1) Given the product [C:24]([O:28][C:29]([CH:30]1[CH2:34][CH2:33][CH2:32][NH:31]1)=[O:35])([CH3:27])([CH3:25])[CH3:26], predict the reactants needed to synthesize it. The reactants are: C1(C2C=CC=CC=2)C=CC(OCC2OC(C(O)=O)=CC=2)=CC=1.Cl.[C:24]([O:28][C:29](=[O:35])[C@H:30]1[CH2:34][CH2:33][CH2:32][NH:31]1)([CH3:27])([CH3:26])[CH3:25].Cl.C(N=C=NCCCN(C)C)C. (2) Given the product [Cl:21][C:22]1[CH:27]=[CH:26][C:25]([NH:28][C:29](=[O:30])[NH:1][C:2]2[CH:3]=[CH:4][C:5]([N:8]3[C:16]4[C:11](=[C:12]([O:17][C:18](=[O:20])[CH3:19])[CH:13]=[CH:14][CH:15]=4)[CH:10]=[CH:9]3)=[CH:6][CH:7]=2)=[CH:24][C:23]=1[C:31]([F:32])([F:33])[F:34], predict the reactants needed to synthesize it. The reactants are: [NH2:1][C:2]1[CH:7]=[CH:6][C:5]([N:8]2[C:16]3[C:11](=[C:12]([O:17][C:18](=[O:20])[CH3:19])[CH:13]=[CH:14][CH:15]=3)[CH:10]=[CH:9]2)=[CH:4][CH:3]=1.[Cl:21][C:22]1[CH:27]=[CH:26][C:25]([N:28]=[C:29]=[O:30])=[CH:24][C:23]=1[C:31]([F:34])([F:33])[F:32]. (3) Given the product [Cl:4][C:5]1[C:10](=[O:11])[N:9]([CH2:12][C:13]([F:15])([F:16])[F:14])[CH:8]=[C:7]([C:17]([OH:19])=[O:18])[CH:6]=1, predict the reactants needed to synthesize it. The reactants are: O.[OH-].[Li+].[Cl:4][C:5]1[C:10](=[O:11])[N:9]([CH2:12][C:13]([F:16])([F:15])[F:14])[CH:8]=[C:7]([C:17]([O:19]C)=[O:18])[CH:6]=1. (4) Given the product [O:1]1[CH2:6][CH2:5][CH2:4][CH2:3][CH:2]1[N:7]1[C:11]2[CH:12]=[CH:13][C:14]([CH2:16][OH:17])=[CH:15][C:10]=2[N:9]=[CH:8]1, predict the reactants needed to synthesize it. The reactants are: [O:1]1[CH2:6][CH2:5][CH2:4][CH2:3][CH:2]1[N:7]1[C:11]2[CH:12]=[CH:13][C:14]([C:16](OC)=[O:17])=[CH:15][C:10]=2[N:9]=[CH:8]1.[H-].[H-].[H-].[H-].[Li+].[Al+3].O.[OH-].[Na+]. (5) Given the product [F:29][CH:27]([F:28])[O:26][C:22]1[N:21]=[C:20]([CH2:19][N:15]2[CH:11]([C:4]3[C:5]([O:9][CH3:10])=[CH:6][CH:7]=[CH:8][C:3]=3[O:2][CH3:1])[CH2:12][CH:13]([CH3:17])[C:14]2=[O:16])[CH:25]=[CH:24][CH:23]=1, predict the reactants needed to synthesize it. The reactants are: [CH3:1][O:2][C:3]1[CH:8]=[CH:7][CH:6]=[C:5]([O:9][CH3:10])[C:4]=1[CH:11]1[NH:15][C:14](=[O:16])[CH:13]([CH3:17])[CH2:12]1.Br[CH2:19][C:20]1[CH:25]=[CH:24][CH:23]=[C:22]([O:26][CH:27]([F:29])[F:28])[N:21]=1. (6) Given the product [Cl:1][C:2]1[CH:8]=[C:7]([I:9])[CH:6]=[CH:5][C:3]=1[N:4]=[C:11]=[S:12], predict the reactants needed to synthesize it. The reactants are: [Cl:1][C:2]1[CH:8]=[C:7]([I:9])[CH:6]=[CH:5][C:3]=1[NH2:4].O.[C:11](Cl)(Cl)=[S:12]. (7) Given the product [C:59]([CH2:58][O:57][C:56]1[CH:62]=[C:63]([C:66]#[N:67])[CH:64]=[CH:65][C:55]=1[CH2:54][NH:53][C:3](=[O:12])[C:4]1[CH:9]=[C:8]([O:10][CH2:14][C:15]2[CH:20]=[CH:19][CH:18]=[CH:17][N:16]=2)[CH:7]=[C:6]([Cl:11])[CH:5]=1)(=[O:60])[NH2:61], predict the reactants needed to synthesize it. The reactants are: CO[C:3](=[O:12])[C:4]1[CH:9]=[C:8]([OH:10])[CH:7]=[C:6]([Cl:11])[CH:5]=1.O[CH2:14][C:15]1[CH:20]=[CH:19][CH:18]=[CH:17][N:16]=1.C1(P(C2C=CC=CC=2)C2C=CC=CC=2)C=CC=CC=1.CCOC(/N=N/C(OCC)=O)=O.Cl.[NH2:53][CH2:54][C:55]1[CH:65]=[CH:64][C:63]([C:66]#[N:67])=[CH:62][C:56]=1[O:57][CH2:58][C:59]([NH2:61])=[O:60]. (8) The reactants are: [Br:1][C:2]1[CH:3]=[N:4][C:5]2[N:6]([N:8]=[C:9]([C:11]([OH:13])=O)[CH:10]=2)[CH:7]=1.[F:14][C:15]1[CH:16]=[C:17]2[C:22](=[CH:23][CH:24]=1)[CH:21]([CH3:25])[NH:20][CH2:19][CH2:18]2. Given the product [Br:1][C:2]1[CH:3]=[N:4][C:5]2[N:6]([N:8]=[C:9]([C:11]([N:20]3[CH2:19][CH2:18][C:17]4[C:22](=[CH:23][CH:24]=[C:15]([F:14])[CH:16]=4)[CH:21]3[CH3:25])=[O:13])[CH:10]=2)[CH:7]=1, predict the reactants needed to synthesize it.